Dataset: Reaction yield outcomes from USPTO patents with 853,638 reactions. Task: Predict the reaction yield, written as a fraction of the theoretical maximum amount of product (1.0 means a 100% yield; for example, 0.34 means a 34% yield). (1) The reactants are C([N:8]1[CH2:13][CH:12]2[CH2:14][CH:10]([N:11]2[C:15]([C:17]([F:20])([F:19])[F:18])=[O:16])[CH2:9]1)C1C=CC=CC=1.[C:32]([O:31][C:29](O[C:29]([O:31][C:32]([CH3:35])([CH3:34])[CH3:33])=[O:30])=[O:30])([CH3:35])([CH3:34])[CH3:33].[H][H]. The catalyst is [Pd].C(O)C. The product is [C:32]([O:31][C:29]([N:8]1[CH2:9][CH:10]2[CH2:14][CH:12]([N:11]2[C:15]([C:17]([F:19])([F:18])[F:20])=[O:16])[CH2:13]1)=[O:30])([CH3:33])([CH3:34])[CH3:35]. The yield is 0.990. (2) The reactants are [Cl:1][C:2]1[CH:10]=[C:9]2[C:5]([C:6]([CH:11]=[O:12])=[CH:7][NH:8]2)=[CH:4][C:3]=1[C:13]1[CH:18]=[CH:17][C:16]([CH:19]2[CH2:23][CH2:22][N:21]([C:24]([O:26][C:27]([CH3:30])([CH3:29])[CH3:28])=[O:25])[CH2:20]2)=[CH:15][CH:14]=1.CC(=CC)C.Cl([O-])=[O:37].[Na+].O.O.OP([O-])(O)=O.[Na+]. The catalyst is C(#N)C.C(O)(C)(C)C.O. The product is [C:27]([O:26][C:24]([N:21]1[CH2:22][CH2:23][CH:19]([C:16]2[CH:17]=[CH:18][C:13]([C:3]3[CH:4]=[C:5]4[C:9](=[CH:10][C:2]=3[Cl:1])[NH:8][CH:7]=[C:6]4[C:11]([OH:37])=[O:12])=[CH:14][CH:15]=2)[CH2:20]1)=[O:25])([CH3:30])([CH3:29])[CH3:28]. The yield is 0.360. (3) The reactants are [CH3:1][O:2][C:3]1[C:29]([O:30][CH3:31])=[CH:28][CH:27]=[C:26]2[C:4]=1[CH2:5][C:6]1[C:7]3[CH:8]2[CH2:9][N:10](S(C2C=CC(C)=CC=2)(=O)=O)[CH2:11][C:12]=3[CH:13]=[CH:14][CH:15]=1.CO.P([O-])([O-])(O)=O.[Na+].[Na+]. The catalyst is O. The product is [CH3:1][O:2][C:3]1[C:29]([O:30][CH3:31])=[CH:28][CH:27]=[C:26]2[C:4]=1[CH2:5][C:6]1[C:7]3[CH:8]2[CH2:9][NH:10][CH2:11][C:12]=3[CH:13]=[CH:14][CH:15]=1. The yield is 0.500. (4) The reactants are [Cl:1][C:2]1[CH:3]=[CH:4][C:5]([CH2:8][O:9][C:10]2[CH:15]=[CH:14][N:13]([C:16]3[CH:17]=[N:18][C:19]([N:22]4[CH2:26][CH:25]([CH3:27])[CH:24]([N:28](C(OC(C)(C)C)=O)[CH3:29])[CH2:23]4)=[CH:20][CH:21]=3)[C:12](=[O:37])[CH:11]=2)=[N:6][CH:7]=1. The catalyst is C(O)(C(F)(F)F)=O.C(Cl)Cl. The product is [Cl:1][C:2]1[CH:3]=[CH:4][C:5]([CH2:8][O:9][C:10]2[CH:15]=[CH:14][N:13]([C:16]3[CH:17]=[N:18][C:19]([N:22]4[CH2:26][CH:25]([CH3:27])[CH:24]([NH:28][CH3:29])[CH2:23]4)=[CH:20][CH:21]=3)[C:12](=[O:37])[CH:11]=2)=[N:6][CH:7]=1. The yield is 0.310.